This data is from Full USPTO retrosynthesis dataset with 1.9M reactions from patents (1976-2016). The task is: Predict the reactants needed to synthesize the given product. (1) The reactants are: Cl[C:2]1[C:3]2[N:10]=[C:9]([CH:11]3[CH2:16][CH2:15][CH2:14][CH2:13][CH2:12]3)[S:8][C:4]=2[N:5]=[CH:6][N:7]=1.[NH2:17][C:18]1[C:27]([O:28][CH3:29])=[CH:26][C:21]2[NH:22][C:23](=[O:25])[S:24][C:20]=2[CH:19]=1. Given the product [CH:11]1([C:9]2[S:8][C:4]3[N:5]=[CH:6][N:7]=[C:2]([NH:17][C:18]4[C:27]([O:28][CH3:29])=[CH:26][C:21]5[NH:22][C:23](=[O:25])[S:24][C:20]=5[CH:19]=4)[C:3]=3[N:10]=2)[CH2:16][CH2:15][CH2:14][CH2:13][CH2:12]1, predict the reactants needed to synthesize it. (2) Given the product [NH2:1][C:2]1[N:7]=[C:6]([NH:8][C:9]2[CH:14]=[CH:13][C:12]([CH2:15][O:16][C:36](=[O:37])[C@@H:35]([NH:34][C:32]([O:31][C:27]([CH3:30])([CH3:29])[CH3:28])=[O:33])[CH3:39])=[CH:11][CH:10]=2)[CH:5]=[C:4]([C:17]2[CH:22]=[C:21]([Cl:23])[CH:20]=[CH:19][C:18]=2[O:24][CH2:25][CH3:26])[N:3]=1, predict the reactants needed to synthesize it. The reactants are: [NH2:1][C:2]1[N:7]=[C:6]([NH:8][C:9]2[CH:14]=[CH:13][C:12]([CH2:15][OH:16])=[CH:11][CH:10]=2)[CH:5]=[C:4]([C:17]2[CH:22]=[C:21]([Cl:23])[CH:20]=[CH:19][C:18]=2[O:24][CH2:25][CH3:26])[N:3]=1.[C:27]([O:31][C:32]([NH:34][CH:35]([CH3:39])[C:36](O)=[O:37])=[O:33])([CH3:30])([CH3:29])[CH3:28]. (3) Given the product [Cl:22][C:23]1[CH:24]=[C:25]([NH:31][C:32](=[O:33])[CH2:34][CH:35]([CH3:40])[CH2:36][C:37]([NH:1][C:2]2[CH:11]=[C:10]3[C:5]([C:6]4([CH2:21][CH2:20][CH2:19][CH2:18]4)[C:7](=[O:17])[N:8]([CH2:13][CH:14]4[CH2:15][CH2:16]4)[C:9]3=[O:12])=[CH:4][CH:3]=2)=[O:38])[CH:26]=[CH:27][C:28]=1[C:29]#[N:30], predict the reactants needed to synthesize it. The reactants are: [NH2:1][C:2]1[CH:11]=[C:10]2[C:5]([C:6]3([CH2:21][CH2:20][CH2:19][CH2:18]3)[C:7](=[O:17])[N:8]([CH2:13][CH:14]3[CH2:16][CH2:15]3)[C:9]2=[O:12])=[CH:4][CH:3]=1.[Cl:22][C:23]1[CH:24]=[C:25]([NH:31][C:32]([CH2:34][CH:35]([CH3:40])[CH2:36][C:37](O)=[O:38])=[O:33])[CH:26]=[CH:27][C:28]=1[C:29]#[N:30].CCN(C(C)C)C(C)C.C(P1(=O)OP(CCC)(=O)OP(CCC)(=O)O1)CC. (4) The reactants are: C(O[C:4](=[O:17])[CH2:5][C:6]1([CH2:13][N+]([O-])=O)[CH2:10][C@@H:9]([CH3:11])[C@H:8]([CH3:12])[CH2:7]1)C.[CH3:18]O. Given the product [CH3:11][C@H:9]1[C@H:8]([CH3:12])[CH2:7][C:6]2([CH2:5][C:4](=[O:17])[CH2:18][CH2:13]2)[CH2:10]1, predict the reactants needed to synthesize it. (5) Given the product [OH:22][CH2:3][C@@H:4]([N:8]([S:9]([C:12]1[CH:13]=[CH:14][C:15]([CH2:16][OH:18])=[CH:20][CH:21]=1)(=[O:10])=[O:11])[CH:6]([CH3:7])[CH3:5])[CH2:5][CH2:6][CH2:7][C@@H:4]([NH:8][C:43](=[O:45])[C@H:44]([CH:16]([C:36]1[CH:37]=[CH:38][CH:39]=[CH:40][CH:41]=1)[C:15]1[CH:20]=[CH:21][CH:12]=[CH:13][CH:14]=1)[NH:53][C:54]([O:56][CH3:57])=[O:55])[CH3:3], predict the reactants needed to synthesize it. The reactants are: CO[C:3](=[O:22])[CH:4]([NH:8][S:9]([C:12]1[CH:21]=[CH:20][C:15]([C:16]([O:18]C)=O)=[CH:14][CH:13]=1)(=[O:11])=[O:10])[CH2:5][CH:6]=[CH2:7].[CH:36]1[CH:41]=[CH:40][C:39](P([C:36]2[CH:41]=[CH:40][CH:39]=[CH:38][CH:37]=2)[C:36]2[CH:41]=[CH:40][CH:39]=[CH:38][CH:37]=2)=[CH:38][CH:37]=1.C[CH:43]([OH:45])[CH3:44].C[CH:57]([O:56][C:54](/[N:53]=[N:53]/[C:54]([O:56][CH:57](C)C)=[O:55])=[O:55])C. (6) Given the product [Cl:22][C:3]1[CH:4]=[C:5]([C:19]([NH2:21])=[O:20])[C:6]2[NH:7][C:8]3[C:13]([C:14]=2[C:2]=1[C:37]1[CH:38]=[CH:39][CH:40]=[C:35]([N:30]2[C:31](=[O:34])[CH:32]=[C:33]4[C:24]([Cl:23])=[CH:25][CH:26]=[CH:27][N:28]4[C:29]2=[O:51])[C:36]=1[CH3:50])=[CH:12][CH:11]=[C:10]([C:15]([OH:18])([CH3:17])[CH3:16])[CH:9]=3, predict the reactants needed to synthesize it. The reactants are: Br[C:2]1[C:14]2[C:13]3[C:8](=[CH:9][C:10]([C:15]([OH:18])([CH3:17])[CH3:16])=[CH:11][CH:12]=3)[NH:7][C:6]=2[C:5]([C:19]([NH2:21])=[O:20])=[CH:4][C:3]=1[Cl:22].[Cl:23][C:24]1[C:33]2[N:28]([C:29](=[O:51])[N:30]([C:35]3[CH:40]=[CH:39][CH:38]=[C:37](B4OC(C)(C)C(C)(C)O4)[C:36]=3[CH3:50])[C:31](=[O:34])[CH:32]=2)[CH:27]=[CH:26][CH:25]=1.C([O-])([O-])=O.[Cs+].[Cs+]. (7) Given the product [C:4]([CH2:3][CH2:2][C:1]([N:24]1[CH2:23][CH2:22][CH:21]([CH:18]2[CH2:17][CH2:16][N:15]([C:13]([O:12][C:8]([CH3:11])([CH3:10])[CH3:9])=[O:14])[CH2:20][CH2:19]2)[CH2:26][CH2:25]1)=[O:7])([OH:6])=[O:5], predict the reactants needed to synthesize it. The reactants are: [C:1]1(=[O:7])[O:6][C:4](=[O:5])[CH2:3][CH2:2]1.[C:8]([O:12][C:13]([N:15]1[CH2:20][CH2:19][CH:18]([CH:21]2[CH2:26][CH2:25][NH:24][CH2:23][CH2:22]2)[CH2:17][CH2:16]1)=[O:14])([CH3:11])([CH3:10])[CH3:9].C([O-])([O-])=O.[K+].[K+].